From a dataset of Catalyst prediction with 721,799 reactions and 888 catalyst types from USPTO. Predict which catalyst facilitates the given reaction. (1) Reactant: [C:1]([C:3]1[CH:8]=[CH:7][C:6]([C@@H:9]2[C:14]([C:15]#[N:16])=[C:13]([CH3:17])[N:12]([C:18]3[CH:23]=[CH:22][CH:21]=[C:20]([C:24]([F:27])([F:26])[F:25])[CH:19]=3)[C:11](=[O:28])[N:10]2[CH3:29])=[C:5]([SH:30])[CH:4]=1)#[N:2].CC1(C)C2C=CC=CC=2I([C:41]([F:44])([F:43])[F:42])O1. Product: [C:1]([C:3]1[CH:8]=[CH:7][C:6]([C@@H:9]2[C:14]([C:15]#[N:16])=[C:13]([CH3:17])[N:12]([C:18]3[CH:23]=[CH:22][CH:21]=[C:20]([C:24]([F:26])([F:27])[F:25])[CH:19]=3)[C:11](=[O:28])[N:10]2[CH3:29])=[C:5]([S:30][C:41]([F:44])([F:43])[F:42])[CH:4]=1)#[N:2]. The catalyst class is: 4. (2) Reactant: [NH2:1][C:2]1[C:7]([OH:8])=[C:6]([Cl:9])[CH:5]=[C:4]([F:10])[C:3]=1[N:11]1[C:16](=[O:17])[CH:15]=[C:14]([C:18]([F:21])([F:20])[F:19])[N:13]([CH3:22])[C:12]1=[O:23].Br[CH2:25][CH2:26]Br.C(=O)([O-])[O-].[K+].[K+]. Product: [Cl:9][C:6]1[C:7]2[O:8][CH2:26][CH2:25][NH:1][C:2]=2[C:3]([N:11]2[C:16](=[O:17])[CH:15]=[C:14]([C:18]([F:21])([F:20])[F:19])[N:13]([CH3:22])[C:12]2=[O:23])=[C:4]([F:10])[CH:5]=1. The catalyst class is: 21. (3) Reactant: [NH2:1][OH:2].[NH2:3][C:4]1[CH:5]=[C:6]([CH:9]=[CH:10][C:11]=1[F:12])[C:7]#[N:8]. Product: [NH2:3][C:4]1[CH:5]=[C:6]([CH:9]=[CH:10][C:11]=1[F:12])[C:7](=[NH:8])[NH:1][OH:2]. The catalyst class is: 14. (4) Reactant: [N+:1]([C:4]1[CH:5]=[CH:6][C:7]([O:10][CH2:11][CH2:12][CH2:13][C:14]2[CH:19]=[CH:18][CH:17]=[CH:16][N:15]=2)=[N:8][CH:9]=1)([O-])=O.[Cl-].[NH4+]. Product: [N:15]1[CH:16]=[CH:17][CH:18]=[CH:19][C:14]=1[CH2:13][CH2:12][CH2:11][O:10][C:7]1[N:8]=[CH:9][C:4]([NH2:1])=[CH:5][CH:6]=1. The catalyst class is: 190. (5) Reactant: [ClH:1].Cl.[CH2:3]1[N:8]([CH2:9][CH2:10][CH2:11][C:12]([NH:14][C:15]2[CH:20]=[C:19]([O:21][CH3:22])[C:18]([O:23][CH3:24])=[C:17]([O:25][CH3:26])[CH:16]=2)=O)[CH2:7][CH2:6][N:5]2[CH2:27][CH2:28][CH2:29][CH2:30][CH:4]12.B. Product: [ClH:1].[ClH:1].[ClH:1].[ClH:1].[CH2:3]1[N:8]([CH2:9][CH2:10][CH2:11][CH2:12][NH:14][C:15]2[CH:20]=[C:19]([O:21][CH3:22])[C:18]([O:23][CH3:24])=[C:17]([O:25][CH3:26])[CH:16]=2)[CH2:7][CH2:6][N:5]2[CH2:27][CH2:28][CH2:29][CH2:30][CH:4]12. The catalyst class is: 7. (6) Reactant: [CH2:1]([Li])[CH2:2][CH2:3][CH3:4].CCCCCC.[C:12]1([CH3:33])[CH:17]=[CH:16][CH:15]=[CH:14][C:13]=1[C:18]1[CH:19]=[C:20]([NH:24][C:25]2[CH:32]=[CH:31][C:28]([CH:29]=[O:30])=[CH:27][CH:26]=2)[CH:21]=[CH:22][CH:23]=1.O. Product: [C:12]1([CH3:33])[CH:17]=[CH:16][CH:15]=[CH:14][C:13]=1[C:18]1[CH:19]=[C:20]([NH:24][C:25]2[CH:26]=[CH:27][C:28]([CH:29]([OH:30])[CH2:1][CH2:2][CH2:3][CH3:4])=[CH:31][CH:32]=2)[CH:21]=[CH:22][CH:23]=1. The catalyst class is: 1. (7) The catalyst class is: 61. Product: [Cl:1][C:2]1[CH:11]=[C:10]2[C:5]([C:6]([N:12]3[CH2:17][CH2:16][N:15]([C:18]([NH:20][CH:21]4[CH2:27][CH2:26][CH2:25][CH2:24][CH:23]([O:28][C:32]5[CH:37]=[CH:36][CH:35]=[CH:34][N:33]=5)[CH2:22]4)=[O:19])[CH2:14][CH2:13]3)=[CH:7][CH:8]=[N:9]2)=[CH:4][CH:3]=1. Reactant: [Cl:1][C:2]1[CH:11]=[C:10]2[C:5]([C:6]([N:12]3[CH2:17][CH2:16][N:15]([C:18]([NH:20][CH:21]4[CH2:27][CH2:26][CH2:25][CH2:24][CH:23]([OH:28])[CH2:22]4)=[O:19])[CH2:14][CH2:13]3)=[CH:7][CH:8]=[N:9]2)=[CH:4][CH:3]=1.[H-].[Na+].F[C:32]1[CH:37]=[CH:36][CH:35]=[CH:34][N:33]=1. (8) Reactant: [CH2:1]([C:7]1[CH:12]=[CH:11][C:10]([C:13]2[N:17]([CH3:18])[N:16]=[C:15]([C:19](=O)[CH3:20])[C:14]=2[OH:22])=[CH:9][CH:8]=1)[CH2:2][CH2:3][CH2:4][CH2:5][CH3:6].[NH:23]([C:25]([NH:27][C:28]1[CH:36]=[CH:35][C:31]([C:32]([OH:34])=[O:33])=[CH:30][CH:29]=1)=[S:26])[NH2:24].CN(C)C=O. Product: [CH2:1]([C:7]1[CH:12]=[CH:11][C:10]([C:13]2[N:17]([CH3:18])[N:16]=[C:15]([C:19](=[N:24][NH:23][C:25]([NH:27][C:28]3[CH:36]=[CH:35][C:31]([C:32]([OH:34])=[O:33])=[CH:30][CH:29]=3)=[S:26])[CH3:20])[C:14]=2[OH:22])=[CH:9][CH:8]=1)[CH2:2][CH2:3][CH2:4][CH2:5][CH3:6]. The catalyst class is: 126. (9) Reactant: [Cl:1][C:2]1[CH:3]=[C:4]([C:9]2([C:24]([F:27])([F:26])[F:25])[CH2:13][CH2:12][N:11]([C:14]3[S:15][C:16]4[C:22](=O)[CH2:21][CH2:20][CH2:19][C:17]=4[N:18]=3)[CH2:10]2)[CH:5]=[C:6]([Cl:8])[CH:7]=1.Cl.[CH3:29][O:30][NH2:31]. Product: [Cl:1][C:2]1[CH:3]=[C:4]([C:9]2([C:24]([F:27])([F:26])[F:25])[CH2:13][CH2:12][N:11]([C:14]3[S:15][C:16]4[C:22](=[N:31][O:30][CH3:29])[CH2:21][CH2:20][CH2:19][C:17]=4[N:18]=3)[CH2:10]2)[CH:5]=[C:6]([Cl:8])[CH:7]=1. The catalyst class is: 8.